Regression. Given two drug SMILES strings and cell line genomic features, predict the synergy score measuring deviation from expected non-interaction effect. From a dataset of NCI-60 drug combinations with 297,098 pairs across 59 cell lines. (1) Drug 2: C1CNP(=O)(OC1)N(CCCl)CCCl. Drug 1: CC12CCC3C(C1CCC2O)C(CC4=C3C=CC(=C4)O)CCCCCCCCCS(=O)CCCC(C(F)(F)F)(F)F. Cell line: SNB-75. Synergy scores: CSS=-0.604, Synergy_ZIP=0.0467, Synergy_Bliss=1.42, Synergy_Loewe=-1.51, Synergy_HSA=-1.15. (2) Drug 1: CN1CCC(CC1)COC2=C(C=C3C(=C2)N=CN=C3NC4=C(C=C(C=C4)Br)F)OC. Drug 2: B(C(CC(C)C)NC(=O)C(CC1=CC=CC=C1)NC(=O)C2=NC=CN=C2)(O)O. Cell line: KM12. Synergy scores: CSS=-13.4, Synergy_ZIP=0.176, Synergy_Bliss=-11.2, Synergy_Loewe=-12.4, Synergy_HSA=-14.2. (3) Drug 1: CCN(CC)CCNC(=O)C1=C(NC(=C1C)C=C2C3=C(C=CC(=C3)F)NC2=O)C. Drug 2: C#CCC(CC1=CN=C2C(=N1)C(=NC(=N2)N)N)C3=CC=C(C=C3)C(=O)NC(CCC(=O)O)C(=O)O. Cell line: NCI-H460. Synergy scores: CSS=73.1, Synergy_ZIP=1.02, Synergy_Bliss=0.362, Synergy_Loewe=0.927, Synergy_HSA=1.12. (4) Drug 2: C1=CC(=CC=C1C#N)C(C2=CC=C(C=C2)C#N)N3C=NC=N3. Cell line: U251. Synergy scores: CSS=38.4, Synergy_ZIP=0.174, Synergy_Bliss=-0.171, Synergy_Loewe=-57.1, Synergy_HSA=-0.0249. Drug 1: CC1C(C(CC(O1)OC2CC(CC3=C2C(=C4C(=C3O)C(=O)C5=C(C4=O)C(=CC=C5)OC)O)(C(=O)C)O)N)O.Cl. (5) Drug 1: CC1=C(C(CCC1)(C)C)C=CC(=CC=CC(=CC(=O)O)C)C. Drug 2: CS(=O)(=O)OCCCCOS(=O)(=O)C. Cell line: OVCAR3. Synergy scores: CSS=2.11, Synergy_ZIP=1.08, Synergy_Bliss=3.89, Synergy_Loewe=3.26, Synergy_HSA=2.59. (6) Drug 1: CCCCC(=O)OCC(=O)C1(CC(C2=C(C1)C(=C3C(=C2O)C(=O)C4=C(C3=O)C=CC=C4OC)O)OC5CC(C(C(O5)C)O)NC(=O)C(F)(F)F)O. Drug 2: CCC1(C2=C(COC1=O)C(=O)N3CC4=CC5=C(C=CC(=C5CN(C)C)O)N=C4C3=C2)O.Cl. Cell line: MCF7. Synergy scores: CSS=18.8, Synergy_ZIP=-8.66, Synergy_Bliss=-1.92, Synergy_Loewe=-2.88, Synergy_HSA=-0.355. (7) Drug 1: C1CCC(C1)C(CC#N)N2C=C(C=N2)C3=C4C=CNC4=NC=N3. Drug 2: CC1=C(N=C(N=C1N)C(CC(=O)N)NCC(C(=O)N)N)C(=O)NC(C(C2=CN=CN2)OC3C(C(C(C(O3)CO)O)O)OC4C(C(C(C(O4)CO)O)OC(=O)N)O)C(=O)NC(C)C(C(C)C(=O)NC(C(C)O)C(=O)NCCC5=NC(=CS5)C6=NC(=CS6)C(=O)NCCC[S+](C)C)O. Cell line: NCI-H522. Synergy scores: CSS=5.85, Synergy_ZIP=-7.62, Synergy_Bliss=-10.2, Synergy_Loewe=-17.8, Synergy_HSA=-8.15.